From a dataset of Reaction yield outcomes from USPTO patents with 853,638 reactions. Predict the reaction yield, written as a fraction of the theoretical maximum amount of product (1.0 means a 100% yield; for example, 0.34 means a 34% yield). (1) The reactants are [C:1]([C:4]1[C:9](=[O:10])[C:8]([O:11][CH3:12])=[CH:7][N:6]([C:13]2[CH:18]=[C:17]([I:19])[CH:16]=[CH:15][C:14]=2[F:20])[N:5]=1)(=O)[CH3:2].[CH3:21]C(O)=O.[C:25]1([NH:31][NH2:32])[CH:30]=[CH:29][CH:28]=[CH:27][CH:26]=1. The catalyst is COC(OC)N(C)C. The product is [F:20][C:14]1[CH:15]=[CH:16][C:17]([I:19])=[CH:18][C:13]=1[N:6]1[CH:7]=[C:8]([O:11][CH3:12])[C:9](=[O:10])[C:4]([C:1]2[N:31]([C:25]3[CH:30]=[CH:29][CH:28]=[CH:27][CH:26]=3)[N:32]=[CH:21][CH:2]=2)=[N:5]1. The yield is 0.600. (2) The product is [F:8][C:6]1[CH:7]=[C:2]2[C:12]3([CH2:17][CH:16]=[CH:15][N:14]([C:18]([O:20][C:21]([CH3:24])([CH3:23])[CH3:22])=[O:19])[CH2:13]3)[C:10](=[O:11])[NH:9][C:3]2=[CH:4][CH:5]=1. The yield is 0.770. The reactants are Br[C:2]1[CH:7]=[C:6]([F:8])[CH:5]=[CH:4][C:3]=1[NH:9][C:10]([C:12]1[CH2:13][N:14]([C:18]([O:20][C:21]([CH3:24])([CH3:23])[CH3:22])=[O:19])[CH2:15][CH2:16][CH:17]=1)=[O:11].CCN(CC)CC. The catalyst is CN(C=O)C.[Br-].C([N+](CCCC)(CCCC)CCCC)CCC.CC([O-])=O.CC([O-])=O.[Pd+2]. (3) The reactants are [NH2:1][C@@H:2]([CH2:28][OH:29])[C:3]([NH:5][C@@H:6]([CH2:11][C:12]1[CH:17]=[CH:16][C:15]([O:18][CH3:19])=[C:14]([O:20][CH2:21][C:22]2[CH:27]=[CH:26][CH:25]=[CH:24][CH:23]=2)[CH:13]=1)[C:7]([O:9][CH3:10])=[O:8])=[O:4].[O:30]1[CH2:35][CH2:34][N:33]([CH2:36][C:37](O)=[O:38])[CH2:32][CH2:31]1.CN(C(ON1N=NC2C=CC=NC1=2)=[N+](C)C)C.F[P-](F)(F)(F)(F)F.CCN(C(C)C)C(C)C. The catalyst is CN(C=O)C.O.CCOC(C)=O. The product is [CH2:21]([O:20][C:14]1[CH:13]=[C:12]([CH2:11][C@H:6]([NH:5][C:3](=[O:4])[C@@H:2]([NH:1][C:37](=[O:38])[CH2:36][N:33]2[CH2:34][CH2:35][O:30][CH2:31][CH2:32]2)[CH2:28][OH:29])[C:7]([O:9][CH3:10])=[O:8])[CH:17]=[CH:16][C:15]=1[O:18][CH3:19])[C:22]1[CH:23]=[CH:24][CH:25]=[CH:26][CH:27]=1. The yield is 0.620. (4) The reactants are [CH3:1][O:2][C:3]1[CH:4]=[C:5]([CH:18]=[CH:19][C:20]=1[O:21][CH3:22])[CH2:6][N:7]=[CH:8][C:9]1[S:17][C:12]2[N:13]=[CH:14][N:15]=[CH:16][C:11]=2[CH:10]=1.N1[CH2:28][CH2:27][NH:26][CH2:25]C1. The catalyst is C1COCC1.CCOC(C)=O.O. The product is [CH3:1][O:2][C:3]1[CH:4]=[C:5]([CH:18]=[CH:19][C:20]=1[O:21][CH3:22])[CH2:6][N:7]1[C:8]([C:9]2[S:17][C:12]3[N:13]=[CH:14][N:15]=[CH:16][C:11]=3[CH:10]=2)=[C:27]([C:28]2[CH:5]=[CH:4][CH:3]=[CH:20][CH:19]=2)[N:26]=[CH:25]1. The yield is 0.480. (5) The reactants are [CH3:1][CH:2]([C:4]1[N:8]=[C:7]([N:9]2[CH2:14][CH2:13][CH:12]([CH2:15][OH:16])[CH2:11][CH2:10]2)[O:6][N:5]=1)[CH3:3].[Cr](Cl)([O-])(=O)=O.[NH+]1C=CC=CC=1.CCOCC. The catalyst is C(Cl)Cl. The product is [CH3:3][CH:2]([C:4]1[N:8]=[C:7]([N:9]2[CH2:14][CH2:13][CH:12]([CH:15]=[O:16])[CH2:11][CH2:10]2)[O:6][N:5]=1)[CH3:1]. The yield is 0.780. (6) The reactants are [CH3:1][O:2][C:3](=[O:27])[C:4]1[C:5](=[C:10]([CH3:26])[C:11]([O:18][S:19]([C:22]([F:25])([F:24])[F:23])(=[O:21])=[O:20])=[CH:12][C:13]=1[O:14]CC=C)[C:6]([O:8][CH3:9])=[O:7].C(NCC)C. The catalyst is C1(C)C=CC=CC=1. The product is [CH3:1][O:2][C:3](=[O:27])[C:4]1[C:5](=[C:10]([CH3:26])[C:11]([O:18][S:19]([C:22]([F:23])([F:25])[F:24])(=[O:21])=[O:20])=[CH:12][C:13]=1[OH:14])[C:6]([O:8][CH3:9])=[O:7]. The yield is 0.550. (7) The reactants are COC1C=CC(C[N:8]2[CH2:12][C@H:11]([O:13][CH2:14][CH:15]=[CH2:16])[CH2:10][C@@H:9]2[C@@H:17]([OH:54])[C@@H:18]([NH:28][C:29](=[O:53])[C@@H:30]([N:39]2[CH2:43][CH2:42][C@:41]([NH:48][C:49](=[O:51])[CH3:50])([CH2:44][CH:45]([CH3:47])[CH3:46])[C:40]2=[O:52])[CH2:31][CH2:32][C:33]2[CH:38]=[CH:37][CH:36]=[CH:35][CH:34]=2)[CH2:19][C:20]2[CH:25]=[C:24]([F:26])[CH:23]=[C:22]([F:27])[CH:21]=2)=CC=1. The catalyst is CO.[OH-].[OH-].[Pd+2]. The product is [C:49]([NH:48][C@:41]1([CH2:44][CH:45]([CH3:46])[CH3:47])[CH2:42][CH2:43][N:39]([C@@H:30]([CH2:31][CH2:32][C:33]2[CH:34]=[CH:35][CH:36]=[CH:37][CH:38]=2)[C:29]([NH:28][C@@H:18]([CH2:19][C:20]2[CH:21]=[C:22]([F:27])[CH:23]=[C:24]([F:26])[CH:25]=2)[C@H:17]([OH:54])[C@H:9]2[CH2:10][C@@H:11]([O:13][CH2:14][CH2:15][CH3:16])[CH2:12][NH:8]2)=[O:53])[C:40]1=[O:52])(=[O:51])[CH3:50]. The yield is 0.640. (8) The reactants are Br[C:2]1[CH:7]=[C:6]([NH:8][C:9](=[O:18])[C:10]2[C:15]([Cl:16])=[CH:14][CH:13]=[CH:12][C:11]=2[Cl:17])[CH:5]=[CH:4][N:3]=1.[NH2:19][C:20]1[S:21][CH:22]=[CH:23][N:24]=1.C([O-])([O-])=O.[Cs+].[Cs+].C1(P(C2C=CC=CC=2)C2C3OC4C(=CC=CC=4P(C4C=CC=CC=4)C4C=CC=CC=4)C(C)(C)C=3C=CC=2)C=CC=CC=1. The catalyst is C1C=CC(/C=C/C(/C=C/C2C=CC=CC=2)=O)=CC=1.C1C=CC(/C=C/C(/C=C/C2C=CC=CC=2)=O)=CC=1.C1C=CC(/C=C/C(/C=C/C2C=CC=CC=2)=O)=CC=1.[Pd].[Pd].O1CCOCC1. The product is [Cl:17][C:11]1[CH:12]=[CH:13][CH:14]=[C:15]([Cl:16])[C:10]=1[C:9]([NH:8][C:6]1[CH:5]=[CH:4][N:3]=[C:2]([NH:19][C:20]2[S:21][CH:22]=[CH:23][N:24]=2)[CH:7]=1)=[O:18]. The yield is 0.250.